This data is from Merck oncology drug combination screen with 23,052 pairs across 39 cell lines. The task is: Regression. Given two drug SMILES strings and cell line genomic features, predict the synergy score measuring deviation from expected non-interaction effect. (1) Drug 1: NC1(c2ccc(-c3nc4ccn5c(=O)[nH]nc5c4cc3-c3ccccc3)cc2)CCC1. Drug 2: C#Cc1cccc(Nc2ncnc3cc(OCCOC)c(OCCOC)cc23)c1. Cell line: SW620. Synergy scores: synergy=-5.95. (2) Drug 1: CC(=O)OC1C(=O)C2(C)C(O)CC3OCC3(OC(C)=O)C2C(OC(=O)c2ccccc2)C2(O)CC(OC(=O)C(O)C(NC(=O)c3ccccc3)c3ccccc3)C(C)=C1C2(C)C. Drug 2: NC(=O)c1cccc2cn(-c3ccc(C4CCCNC4)cc3)nc12. Cell line: OVCAR3. Synergy scores: synergy=-42.2. (3) Drug 1: CN1C(=O)C=CC2(C)C3CCC4(C)C(NC(=O)OCC(F)(F)F)CCC4C3CCC12. Drug 2: Cc1nc(Nc2ncc(C(=O)Nc3c(C)cccc3Cl)s2)cc(N2CCN(CCO)CC2)n1. Cell line: NCIH23. Synergy scores: synergy=-7.35. (4) Drug 1: O=S1(=O)NC2(CN1CC(F)(F)F)C1CCC2Cc2cc(C=CCN3CCC(C(F)(F)F)CC3)ccc2C1. Drug 2: CC(C)CC(NC(=O)C(Cc1ccccc1)NC(=O)c1cnccn1)B(O)O. Cell line: VCAP. Synergy scores: synergy=9.32.